From a dataset of Catalyst prediction with 721,799 reactions and 888 catalyst types from USPTO. Predict which catalyst facilitates the given reaction. (1) Reactant: [CH3:1][C:2]1[C:3]([CH3:21])=[CH:4][C:5]2[N:14]([CH2:15][CH:16]=O)[C:13]3[C:8]([C:9](=[O:19])[NH:10][C:11](=[O:18])[N:12]=3)=[N:7][C:6]=2[CH:20]=1.[C:22]1([CH2:30][NH2:31])[CH:27]=[CH:26][C:25]([CH2:28][NH2:29])=[CH:24][CH:23]=1.C(O)(=O)C.C([BH3-])#N.[Na+]. Product: [NH2:29][CH2:28][C:25]1[CH:26]=[CH:27][C:22]([CH2:30][NH:31][CH2:16][CH2:15][N:14]2[C:13]3[C:8]([C:9](=[O:19])[NH:10][C:11](=[O:18])[N:12]=3)=[N:7][C:6]3[CH:20]=[C:2]([CH3:1])[C:3]([CH3:21])=[CH:4][C:5]2=3)=[CH:23][CH:24]=1. The catalyst class is: 5. (2) Product: [CH3:1][O:2][C:3](=[O:14])[CH2:4][C:5]1[CH:10]=[C:9]([C:69]2[CH:70]=[CH:71][C:66]([C:63]([CH2:64][CH3:65])([C:60]3[CH:61]=[CH:62][C:57](/[CH:56]=[CH:55]/[C:54]([CH2:85][CH3:86])([OH:87])[CH2:52][CH3:53])=[C:58]([CH3:84])[CH:59]=3)[CH2:82][CH3:83])=[CH:67][C:68]=2[CH3:81])[CH:8]=[CH:7][C:6]=1[O:12][CH3:13]. Reactant: [CH3:1][O:2][C:3](=[O:14])[CH2:4][C:5]1[CH:10]=[C:9](Br)[CH:8]=[CH:7][C:6]=1[O:12][CH3:13].C1(P(C2CCCCC2)C2C=CC=CC=2C2C(OC)=CC=CC=2OC)CCCCC1.P([O-])([O-])([O-])=O.[K+].[K+].[K+].[CH2:52]([C:54]([OH:87])([CH2:85][CH3:86])/[CH:55]=[CH:56]/[C:57]1[CH:62]=[CH:61][C:60]([C:63]([CH2:82][CH3:83])([C:66]2[CH:71]=[CH:70][C:69](B3OC(C)(C)C(C)(C)O3)=[C:68]([CH3:81])[CH:67]=2)[CH2:64][CH3:65])=[CH:59][C:58]=1[CH3:84])[CH3:53].C(=O)(O)[O-].[Na+]. The catalyst class is: 493. (3) Reactant: Cl[C:2]1[C:11]([CH3:12])=[C:10]([Cl:13])[C:9]2[C:4](=[CH:5][C:6]([F:14])=[CH:7][CH:8]=2)[N:3]=1.[CH3:15][C:16]1[CH:21]=[CH:20][N:19]=[C:18]([Sn](CCCC)(CCCC)CCCC)[CH:17]=1. Product: [Cl:13][C:10]1[C:9]2[C:4](=[CH:5][C:6]([F:14])=[CH:7][CH:8]=2)[N:3]=[C:2]([C:18]2[CH:17]=[C:16]([CH3:15])[CH:21]=[CH:20][N:19]=2)[C:11]=1[CH3:12]. The catalyst class is: 11.